This data is from Retrosynthesis with 50K atom-mapped reactions and 10 reaction types from USPTO. The task is: Predict the reactants needed to synthesize the given product. Given the product CN(C)CCN(C(=O)N(C)C)c1cccnn1, predict the reactants needed to synthesize it. The reactants are: CN(C)CCN(C(=O)N(C)C)c1ccc(Cl)nn1.